From a dataset of Forward reaction prediction with 1.9M reactions from USPTO patents (1976-2016). Predict the product of the given reaction. The product is: [C:28]([O:27][C:25](=[O:26])[NH:14][CH2:13][C:12]1[CH:15]=[CH:16][CH:17]=[C:10]([CH2:9][OH:8])[CH:11]=1)([CH3:31])([CH3:30])[CH3:29]. Given the reactants [Si]([O:8][CH2:9][C:10]1[CH:11]=[C:12]([CH:15]=[CH:16][CH:17]=1)[CH2:13][NH2:14])(C(C)(C)C)(C)C.CCN(CC)CC.[C:25](O[C:25]([O:27][C:28]([CH3:31])([CH3:30])[CH3:29])=[O:26])([O:27][C:28]([CH3:31])([CH3:30])[CH3:29])=[O:26], predict the reaction product.